From a dataset of Reaction yield outcomes from USPTO patents with 853,638 reactions. Predict the reaction yield, written as a fraction of the theoretical maximum amount of product (1.0 means a 100% yield; for example, 0.34 means a 34% yield). (1) The reactants are [NH2:1][C@H:2]([C:6]([OH:8])=[O:7])[CH:3]([CH3:5])[CH3:4].[OH-].[Na+].[C:11](Cl)(=[O:23])[CH2:12][CH2:13][CH2:14][CH2:15][CH2:16][CH2:17][CH2:18][CH2:19][CH2:20][CH2:21][CH3:22].S(=O)(=O)(O)O. The catalyst is CC(C)=O.O. The product is [C:11]([NH:1][C@H:2]([C:6]([OH:8])=[O:7])[CH:3]([CH3:5])[CH3:4])(=[O:23])[CH2:12][CH2:13][CH2:14][CH2:15][CH2:16][CH2:17][CH2:18][CH2:19][CH2:20][CH2:21][CH3:22]. The yield is 0.980. (2) The reactants are C(C1C=C([NH:10][C:11]([NH:13][C:14]2[CH:19]=[CH:18][C:17]([Cl:20])=[CH:16][CH:15]=2)=[O:12])N(C2C=C(C=CC=2)C(OCC)=O)N=1)(C)(C)C.[H-].[H-].[H-].[H-].[Li+].[Al+3]. The catalyst is C1COCC1. The product is [Cl:20][C:17]1[CH:16]=[CH:15][C:14]([NH:13][C:11](=[O:12])[NH2:10])=[CH:19][CH:18]=1. The yield is 0.970.